This data is from Reaction yield outcomes from USPTO patents with 853,638 reactions. The task is: Predict the reaction yield, written as a fraction of the theoretical maximum amount of product (1.0 means a 100% yield; for example, 0.34 means a 34% yield). (1) The reactants are [C:1]1([NH:7][N:8]=[C:9]([C:12]#[N:13])[C:10]#[N:11])[CH:6]=[CH:5][CH:4]=[CH:3][CH:2]=1.NC1C=CC=CC=1.C(#N)CC#N.Cl.[F:27][C:28]1[CH:33]=[CH:32][C:31]([NH:34][NH2:35])=[CH:30][CH:29]=1.[OH-].[Na+]. No catalyst specified. The product is [F:27][C:28]1[CH:33]=[CH:32][C:31]([N:34]2[C:10]([NH2:11])=[C:9]([N:8]=[N:7][C:1]3[CH:6]=[CH:5][CH:4]=[CH:3][CH:2]=3)[C:12]([NH2:13])=[N:35]2)=[CH:30][CH:29]=1. The yield is 0.200. (2) The reactants are CS(C1C=CC(CBr)=CC=1)(=O)=O.Br[C:14]1[CH:19]=[CH:18][C:17](/[CH:20]=[CH:21]/[C:22]2[N:23]([CH2:35][C:36]3[CH:41]=[CH:40][C:39]([S:42]([CH3:45])(=[O:44])=[O:43])=[CH:38][CH:37]=3)[CH:24]=[C:25]([C:27]3[CH:32]=[CH:31][C:30]([Cl:33])=[CH:29][C:28]=3[Cl:34])[N:26]=2)=[CH:16][CH:15]=1.[F:46][C:47]([F:58])([F:57])[C:48]1[CH:49]=[C:50](B(O)O)[CH:51]=[CH:52][CH:53]=1. No catalyst specified. The product is [Cl:34][C:28]1[CH:29]=[C:30]([Cl:33])[CH:31]=[CH:32][C:27]=1[C:25]1[N:26]=[C:22](/[CH:21]=[CH:20]/[C:17]2[CH:18]=[CH:19][C:14]([C:52]3[CH:51]=[CH:50][CH:49]=[C:48]([C:47]([F:58])([F:57])[F:46])[CH:53]=3)=[CH:15][CH:16]=2)[N:23]([CH2:35][C:36]2[CH:41]=[CH:40][C:39]([S:42]([CH3:45])(=[O:44])=[O:43])=[CH:38][CH:37]=2)[CH:24]=1. The yield is 0.490. (3) The reactants are [Br:1][C:2]1[CH:3]=[N:4][NH:5][CH:6]=1.C(=O)([O-])[O-].[Cs+].[Cs+].CS(O[CH2:18][CH2:19][C@@H:20]([NH:29][C:30]([O:32][C:33]([CH3:36])([CH3:35])[CH3:34])=[O:31])[CH2:21][C:22]1[CH:27]=[CH:26][C:25]([Cl:28])=[CH:24][CH:23]=1)(=O)=O. The catalyst is CN(C=O)C.C(Cl)Cl. The product is [Br:1][C:2]1[CH:3]=[N:4][N:5]([CH2:18][CH2:19][C@@H:20]([NH:29][C:30](=[O:31])[O:32][C:33]([CH3:36])([CH3:35])[CH3:34])[CH2:21][C:22]2[CH:27]=[CH:26][C:25]([Cl:28])=[CH:24][CH:23]=2)[CH:6]=1. The yield is 0.930. (4) The reactants are C([O:3][C:4]([C@@:6]1([NH:11][C:12]([O:14][C:15]([CH3:18])([CH3:17])[CH3:16])=[O:13])[CH2:8][C@H:7]1[CH:9]=[CH2:10])=[O:5])C.[Li+].[OH-]. The catalyst is C1COCC1.CO.O. The product is [C:15]([O:14][C:12]([NH:11][C@:6]1([C:4]([OH:5])=[O:3])[CH2:8][C@H:7]1[CH:9]=[CH2:10])=[O:13])([CH3:18])([CH3:16])[CH3:17]. The yield is 0.870. (5) The reactants are [NH2:1][C:2]1[CH:7]=[C:6]([CH3:8])[C:5]([CH3:9])=[CH:4][C:3]=1[NH:10][CH2:11][CH2:12][CH:13]1[O:18][C:17](=[O:19])[CH2:16][CH2:15][CH2:14]1.O.[NH:21]1[C:29](=[O:30])[C:27](=O)[C:25](=O)[NH:24][C:22]1=[O:23].B(O)(O)O. The catalyst is C(O)(=O)C. The product is [CH3:8][C:6]1[C:5]([CH3:9])=[CH:4][C:3]2[N:10]([CH2:11][CH2:12][CH:13]3[CH2:14][CH2:15][CH2:16][C:17](=[O:19])[O:18]3)[C:25]3[C:27]([C:29](=[O:30])[NH:21][C:22](=[O:23])[N:24]=3)=[N:1][C:2]=2[CH:7]=1. The yield is 0.310.